Dataset: Peptide-MHC class I binding affinity with 185,985 pairs from IEDB/IMGT. Task: Regression. Given a peptide amino acid sequence and an MHC pseudo amino acid sequence, predict their binding affinity value. This is MHC class I binding data. (1) The peptide sequence is LEVVTSTW. The MHC is Mamu-A11 with pseudo-sequence Mamu-A11. The binding affinity (normalized) is 0.0291. (2) The MHC is HLA-A26:03 with pseudo-sequence HLA-A26:03. The binding affinity (normalized) is 0.435. The peptide sequence is ETRYSWAIL.